Dataset: Forward reaction prediction with 1.9M reactions from USPTO patents (1976-2016). Task: Predict the product of the given reaction. (1) Given the reactants [CH:1]1([C:6]2[C:14]3[O:13][CH:12]([CH2:15][NH2:16])[CH2:11][C:10]=3[CH:9]=[CH:8][CH:7]=2)[CH2:5][CH2:4][CH2:3][CH2:2]1.C(N(C(C)C)CC)(C)C.Cl[C:27]([O:29][CH2:30][C:31]1[CH:36]=[CH:35][CH:34]=[CH:33][CH:32]=1)=[O:28], predict the reaction product. The product is: [CH2:30]([O:29][C:27](=[O:28])[NH:16][CH2:15][CH:12]1[CH2:11][C:10]2[CH:9]=[CH:8][CH:7]=[C:6]([CH:1]3[CH2:2][CH2:3][CH2:4][CH2:5]3)[C:14]=2[O:13]1)[C:31]1[CH:36]=[CH:35][CH:34]=[CH:33][CH:32]=1. (2) Given the reactants COC1C=CC(C[N:8]([C:33]2[S:34][CH:35]=[CH:36][N:37]=2)[S:9]([C:12]2[CH:13]=[CH:14][C:15]3[N:20]([C:21]4[CH:31]=[CH:30][CH:29]=[CH:28][C:22]=4[O:23][CH2:24][C:25]([NH2:27])=[O:26])[CH2:19][CH2:18][O:17][C:16]=3[CH:32]=2)(=[O:11])=[O:10])=CC=1.C(O)(C(F)(F)F)=O, predict the reaction product. The product is: [S:34]1[CH:35]=[CH:36][N:37]=[C:33]1[NH:8][S:9]([C:12]1[CH:13]=[CH:14][C:15]2[N:20]([C:21]3[CH:31]=[CH:30][CH:29]=[CH:28][C:22]=3[O:23][CH2:24][C:25]([NH2:27])=[O:26])[CH2:19][CH2:18][O:17][C:16]=2[CH:32]=1)(=[O:10])=[O:11]. (3) Given the reactants [NH2:1][C:2]1[N:6]([CH3:7])[C:5](=[O:8])[C:4]([C:15]2[CH:16]=[C:17]([C:21]3[CH:26]=[CH:25][CH:24]=[CH:23][CH:22]=3)[CH:18]=[CH:19][CH:20]=2)([C:9]2[CH:14]=[CH:13][N:12]=[CH:11][CH:10]=2)[N:3]=1.[ClH:27], predict the reaction product. The product is: [ClH:27].[NH2:1][C:2]1[N:6]([CH3:7])[C:5](=[O:8])[C:4]([C:15]2[CH:20]=[CH:19][CH:18]=[C:17]([CH:21]3[CH2:22][CH2:23][CH2:24][CH2:25][CH2:26]3)[CH:16]=2)([CH:9]2[CH2:10][CH2:11][NH:12][CH2:13][CH2:14]2)[N:3]=1. (4) Given the reactants [C:1]([C:3]1[CH:4]=[C:5]2[C:9](=[CH:10][CH:11]=1)[NH:8][C:7](=[O:12])[CH2:6]2)#[N:2].[Cl:13][C:14]1[N:19]=[CH:18][C:17]([S:20]([N:23]2[CH2:28][CH2:27][N:26]([CH:29]([CH3:31])[CH3:30])[CH2:25][CH2:24]2)(=[O:22])=[O:21])=[CH:16][CH:15]=1, predict the reaction product. The product is: [ClH:13].[OH:12][C:7]1[NH:8][C:9]2[C:5]([C:6]=1[C:14]1[CH:15]=[CH:16][C:17]([S:20]([N:23]3[CH2:28][CH2:27][N:26]([CH:29]([CH3:31])[CH3:30])[CH2:25][CH2:24]3)(=[O:22])=[O:21])=[CH:18][N:19]=1)=[CH:4][C:3]([C:1]#[N:2])=[CH:11][CH:10]=2. (5) Given the reactants Cl.[CH3:2][N:3]([CH2:5][CH:6]1[CH2:11][CH:10]([OH:12])[CH2:9][CH:8]=[C:7]1[C:13]1[CH:18]=[CH:17][CH:16]=[C:15]([O:19][CH3:20])[CH:14]=1)[CH3:4].[Cl:21][Si](C)(C)C, predict the reaction product. The product is: [ClH:21].[CH3:4][N:3]([CH2:5][CH:6]1[CH2:11][CH:10]([OH:12])[CH2:9][CH:8]=[C:7]1[C:13]1[CH:18]=[CH:17][CH:16]=[C:15]([O:19][CH3:20])[CH:14]=1)[CH3:2].